Dataset: Full USPTO retrosynthesis dataset with 1.9M reactions from patents (1976-2016). Task: Predict the reactants needed to synthesize the given product. (1) Given the product [C:5]([O:9][C:10]([N:12]1[CH2:16][C@@H:15]([N:1]=[N+:2]=[N-:3])[CH2:14][C@@H:13]1[CH2:22][C:23]1[C:31]2[C:26](=[CH:27][CH:28]=[CH:29][CH:30]=2)[NH:25][C:24]=1[CH3:32])=[O:11])([CH3:8])([CH3:7])[CH3:6], predict the reactants needed to synthesize it. The reactants are: [N-:1]=[N+:2]=[N-:3].[Na+].[C:5]([O:9][C:10]([N:12]1[CH2:16][C@H:15](OS(C)(=O)=O)[CH2:14][C@@H:13]1[CH2:22][C:23]1[C:31]2[C:26](=[CH:27][CH:28]=[CH:29][CH:30]=2)[NH:25][C:24]=1[CH3:32])=[O:11])([CH3:8])([CH3:7])[CH3:6]. (2) Given the product [IH:17].[CH3:18][S:16][C:14]([C:11]1[N:12]=[CH:13][N:3]2[C:2](=[O:1])[N:7]([CH2:8][C:9]#[CH:10])[N:6]=[N:5][C:4]=12)=[NH:15], predict the reactants needed to synthesize it. The reactants are: [O:1]=[C:2]1[N:7]([CH2:8][C:9]#[CH:10])[N:6]=[N:5][C:4]2=[C:11]([C:14](=[S:16])[NH2:15])[N:12]=[CH:13][N:3]12.[I:17][CH3:18].